This data is from TCR-epitope binding with 47,182 pairs between 192 epitopes and 23,139 TCRs. The task is: Binary Classification. Given a T-cell receptor sequence (or CDR3 region) and an epitope sequence, predict whether binding occurs between them. (1) The epitope is ILHCANFNV. The TCR CDR3 sequence is CASSPRTSGTDTQYF. Result: 1 (the TCR binds to the epitope). (2) The epitope is YFPLQSYGF. The TCR CDR3 sequence is CASSLVSKETQYF. Result: 0 (the TCR does not bind to the epitope). (3) The epitope is ELAGIGILTV. The TCR CDR3 sequence is CASSFYLAGAPEQYF. Result: 0 (the TCR does not bind to the epitope). (4) The TCR CDR3 sequence is CASSDGTSVGYTF. Result: 0 (the TCR does not bind to the epitope). The epitope is HTTDPSFLGRY. (5) The epitope is RAKFKQLL. The TCR CDR3 sequence is CASSLEGTNEKLFF. Result: 1 (the TCR binds to the epitope). (6) The epitope is HTTDPSFLGRY. The TCR CDR3 sequence is CASATEQTGELFF. Result: 0 (the TCR does not bind to the epitope). (7) The epitope is YYRRATRRIR. The TCR CDR3 sequence is CAVAIHWDLTDTQYF. Result: 0 (the TCR does not bind to the epitope). (8) The epitope is NYSGVVTTVMF. The TCR CDR3 sequence is CASSEAGSSYNEQFF. Result: 0 (the TCR does not bind to the epitope). (9) The epitope is RQLLFVVEV. The TCR CDR3 sequence is CASSDTDRGIYGYTF. Result: 0 (the TCR does not bind to the epitope). (10) The epitope is FIAGLIAIV. The TCR CDR3 sequence is CASSVVGDLRETQYF. Result: 0 (the TCR does not bind to the epitope).